This data is from Catalyst prediction with 721,799 reactions and 888 catalyst types from USPTO. The task is: Predict which catalyst facilitates the given reaction. (1) Reactant: [NH:1]1[CH2:4][CH:3]([N:5]2[C:9]3=[N:10][CH:11]=[N:12][C:13]([NH2:14])=[C:8]3[C:7]([C:15]3[CH:20]=[CH:19][C:18]([O:21][C:22]4[CH:27]=[CH:26][CH:25]=[CH:24][CH:23]=4)=[CH:17][CH:16]=3)=[N:6]2)[CH2:2]1.[CH3:28][N:29]1[CH2:34][CH2:33][C:32](=O)[CH2:31][CH2:30]1.C(O)(=O)C.C(O[BH-](OC(=O)C)OC(=O)C)(=O)C.[Na+]. Product: [CH3:28][N:29]1[CH2:34][CH2:33][CH:32]([N:1]2[CH2:2][CH:3]([N:5]3[C:9]4=[N:10][CH:11]=[N:12][C:13]([NH2:14])=[C:8]4[C:7]([C:15]4[CH:16]=[CH:17][C:18]([O:21][C:22]5[CH:27]=[CH:26][CH:25]=[CH:24][CH:23]=5)=[CH:19][CH:20]=4)=[N:6]3)[CH2:4]2)[CH2:31][CH2:30]1. The catalyst class is: 68. (2) Reactant: [NH3:1].CCO.F[C:6]1[C:13]([N+:14]([O-:16])=[O:15])=[CH:12][CH:11]=[C:10]([F:17])[C:7]=1[C:8]#[N:9]. Product: [NH2:1][C:6]1[C:13]([N+:14]([O-:16])=[O:15])=[CH:12][CH:11]=[C:10]([F:17])[C:7]=1[C:8]#[N:9]. The catalyst class is: 1. (3) Reactant: [CH3:1][N:2]([CH3:9])[CH2:3][CH2:4][C:5](OC)=[O:6].[NH2:10][NH2:11]. Product: [NH2:10][NH:11][C:5](=[O:6])[CH2:4][CH2:3][N:2]([CH3:9])[CH3:1]. The catalyst class is: 8. (4) Reactant: [F:1][C:2]1[CH:3]=[C:4]([NH:17][CH2:18][CH2:19][N:20]([CH3:22])[CH3:21])[CH:5]=[C:6](B2OC(C)(C)C(C)(C)O2)[CH:7]=1.Br[C:24]1[C:29]([N+:30]([O-:32])=[O:31])=[C:28]([NH2:33])[CH:27]=[CH:26][N:25]=1.C([O-])([O-])=O.[Na+].[Na+].CCOC(C)=O. Product: [NH2:33][C:28]1[CH:27]=[CH:26][N:25]=[C:24]([C:6]2[CH:5]=[C:4]([NH:17][CH2:18][CH2:19][N:20]([CH3:21])[CH3:22])[CH:3]=[C:2]([F:1])[CH:7]=2)[C:29]=1[N+:30]([O-:32])=[O:31]. The catalyst class is: 117.